From a dataset of NCI-60 drug combinations with 297,098 pairs across 59 cell lines. Regression. Given two drug SMILES strings and cell line genomic features, predict the synergy score measuring deviation from expected non-interaction effect. Drug 1: C1C(C(OC1N2C=C(C(=O)NC2=O)F)CO)O. Drug 2: CC(C)(C#N)C1=CC(=CC(=C1)CN2C=NC=N2)C(C)(C)C#N. Cell line: MCF7. Synergy scores: CSS=15.6, Synergy_ZIP=-3.14, Synergy_Bliss=-1.24, Synergy_Loewe=-4.69, Synergy_HSA=-0.0669.